The task is: Regression/Classification. Given a drug SMILES string, predict its absorption, distribution, metabolism, or excretion properties. Task type varies by dataset: regression for continuous measurements (e.g., permeability, clearance, half-life) or binary classification for categorical outcomes (e.g., BBB penetration, CYP inhibition). Dataset: cyp2c19_veith.. This data is from CYP2C19 inhibition data for predicting drug metabolism from PubChem BioAssay. (1) The drug is Nc1ccc(N=Nc2c(S(=O)(=O)O)cc3ccccc3c2S(=O)(=O)O)cc1. The result is 0 (non-inhibitor). (2) The compound is CCc1nnc(NC(=O)CSc2nnc(COc3ccccc3)n2Cc2ccccc2)s1. The result is 0 (non-inhibitor). (3) The molecule is O=C(NNC(=O)c1ccncc1)c1ccncc1. The result is 0 (non-inhibitor). (4) The compound is CN(C)CCOC(=O)[C@@H](c1ccccc1)C1(O)CCCC1. The result is 0 (non-inhibitor). (5) The molecule is CCOC(=O)c1cnc(-c2ccccc2)nc1Oc1ccccc1. The result is 1 (inhibitor). (6) The molecule is CCOc1ccccc1Nc1nc(-c2sc(NC(=O)c3cccc(Cl)c3)nc2C)cs1. The result is 1 (inhibitor). (7) The molecule is COc1ccc(C(=O)N2CCC3(CC2)CN(C(=O)Nc2ccccc2)C3)cc1. The result is 0 (non-inhibitor).